The task is: Predict which catalyst facilitates the given reaction.. This data is from Catalyst prediction with 721,799 reactions and 888 catalyst types from USPTO. (1) Reactant: Cl[C:2]1[C:7]([Cl:8])=[N:6][CH:5]=[CH:4][N:3]=1.[CH:9]([N:12]1[CH2:17][CH2:16][NH:15][CH2:14][CH2:13]1)([CH3:11])[CH3:10].C(=O)([O-])[O-].[K+].[K+].CCCCCC. Product: [Cl:8][C:7]1[C:2]([N:15]2[CH2:16][CH2:17][N:12]([CH:9]([CH3:11])[CH3:10])[CH2:13][CH2:14]2)=[N:3][CH:4]=[CH:5][N:6]=1. The catalyst class is: 10. (2) Reactant: Br[C:2]1[CH:10]=[C:9]([F:11])[C:5]2[N:6]=[CH:7][S:8][C:4]=2[CH:3]=1.[CH3:12][O:13][C:14]1[CH:21]=[CH:20][C:17]([CH2:18][NH2:19])=[CH:16][CH:15]=1.CC1(C)C2C(=C(P(C3C=CC=CC=3)C3C=CC=CC=3)C=CC=2)OC2C(P(C3C=CC=CC=3)C3C=CC=CC=3)=CC=CC1=2.C([O-])([O-])=O.[Cs+].[Cs+].N#N. Product: [F:11][C:9]1[C:5]2[N:6]=[CH:7][S:8][C:4]=2[CH:3]=[C:2]([NH:19][CH2:18][C:17]2[CH:20]=[CH:21][C:14]([O:13][CH3:12])=[CH:15][CH:16]=2)[CH:10]=1. The catalyst class is: 62. (3) Reactant: O([C:9]([O:11][C:12]([CH3:15])([CH3:14])[CH3:13])=[O:10])[C:9]([O:11][C:12]([CH3:15])([CH3:14])[CH3:13])=[O:10].[NH2:16][C@H:17]1[CH2:23][CH2:22][C:21]2[CH:24]=[CH:25][CH:26]=[CH:27][C:20]=2[NH:19][C:18]1=[O:28]. Product: [O:28]=[C:18]1[C@@H:17]([NH:16][C:9](=[O:10])[O:11][C:12]([CH3:13])([CH3:14])[CH3:15])[CH2:23][CH2:22][C:21]2[CH:24]=[CH:25][CH:26]=[CH:27][C:20]=2[NH:19]1. The catalyst class is: 22.